Task: Predict which catalyst facilitates the given reaction.. Dataset: Catalyst prediction with 721,799 reactions and 888 catalyst types from USPTO (1) Reactant: [CH:1]1([C:4](Cl)=[O:5])[CH2:3][CH2:2]1.[NH2:7][C:8]1[CH:31]=[CH:30][C:11]([C:12]([C:14]2[CH:19]=[CH:18][C:17]([NH:20][C:21](=[O:29])[C:22]3[CH:27]=[CH:26][C:25]([F:28])=[CH:24][CH:23]=3)=[CH:16][CH:15]=2)=[O:13])=[CH:10][CH:9]=1.N1C=CC=CC=1. Product: [CH:1]1([C:4]([NH:7][C:8]2[CH:9]=[CH:10][C:11]([C:12]([C:14]3[CH:15]=[CH:16][C:17]([NH:20][C:21](=[O:29])[C:22]4[CH:27]=[CH:26][C:25]([F:28])=[CH:24][CH:23]=4)=[CH:18][CH:19]=3)=[O:13])=[CH:30][CH:31]=2)=[O:5])[CH2:3][CH2:2]1. The catalyst class is: 2. (2) Reactant: C1COCC1.[CH2:6]([O:13][C:14]1[CH:15]=[C:16]([N:23]2[CH:27]=[C:26]([F:28])[C:25]([F:29])=[CH:24]2)[CH:17]=[CH:18][C:19]=1[N+:20]([O-])=O)[C:7]1[CH:12]=[CH:11][CH:10]=[CH:9][CH:8]=1. Product: [CH2:6]([O:13][C:14]1[CH:15]=[C:16]([N:23]2[CH:27]=[C:26]([F:28])[C:25]([F:29])=[CH:24]2)[CH:17]=[CH:18][C:19]=1[NH2:20])[C:7]1[CH:8]=[CH:9][CH:10]=[CH:11][CH:12]=1. The catalyst class is: 763. (3) The catalyst class is: 28. Reactant: [Cl:1][C:2]1[CH:7]=[CH:6][C:5]([O:8][C:9]2[CH:27]=[CH:26][C:12]([O:13][CH2:14][C@@H:15]3[CH2:19][CH2:18][CH2:17][N:16]3[CH2:20][CH2:21][CH2:22][C:23]([OH:25])=[O:24])=[CH:11][CH:10]=2)=[CH:4][CH:3]=1.[C:28]1([S:34]([OH:37])(=[O:36])=[O:35])[CH:33]=[CH:32][CH:31]=[CH:30][CH:29]=1. Product: [C:28]1([S:34]([OH:37])(=[O:36])=[O:35])[CH:33]=[CH:32][CH:31]=[CH:30][CH:29]=1.[Cl:1][C:2]1[CH:3]=[CH:4][C:5]([O:8][C:9]2[CH:27]=[CH:26][C:12]([O:13][CH2:14][C@@H:15]3[CH2:19][CH2:18][CH2:17][N:16]3[CH2:20][CH2:21][CH2:22][C:23]([OH:25])=[O:24])=[CH:11][CH:10]=2)=[CH:6][CH:7]=1. (4) Reactant: [OH:1][C:2]1[CH:7]=[CH:6][C:5]([C:8]([N:10]2[CH2:14][CH2:13][CH2:12][CH2:11]2)=[O:9])=[CH:4][C:3]=1[C:15]1[CH:24]=[CH:23][C:22]2[C:17](=[CH:18][CH:19]=[C:20]([C:25]([OH:27])=[O:26])[CH:21]=2)[N:16]=1.[CH3:28]O. Product: [CH3:28][O:26][C:25]([C:20]1[CH:21]=[C:22]2[C:17](=[CH:18][CH:19]=1)[N:16]=[C:15]([C:3]1[CH:4]=[C:5]([C:8]([N:10]3[CH2:14][CH2:13][CH2:12][CH2:11]3)=[O:9])[CH:6]=[CH:7][C:2]=1[OH:1])[CH:24]=[CH:23]2)=[O:27]. The catalyst class is: 89. (5) Reactant: [NH2:1][CH:2]1[CH2:7][CH2:6][CH:5]([NH:8][S:9]([CH3:12])(=[O:11])=[O:10])[CH2:4][CH2:3]1.C(N(CC)CC)C.[NH2:20][C:21]1[C:26]([C:27]([C:29]2[C:34]([O:35][CH3:36])=[CH:33][CH:32]=[C:31]([F:37])[C:30]=2[F:38])=[O:28])=[CH:25][N:24]=[C:23](S(CC)(=O)=O)[N:22]=1.O. Product: [NH2:20][C:21]1[C:26]([C:27](=[O:28])[C:29]2[C:34]([O:35][CH3:36])=[CH:33][CH:32]=[C:31]([F:37])[C:30]=2[F:38])=[CH:25][N:24]=[C:23]([NH:1][C@H:2]2[CH2:7][CH2:6][C@H:5]([NH:8][S:9]([CH3:12])(=[O:11])=[O:10])[CH2:4][CH2:3]2)[N:22]=1. The catalyst class is: 9. (6) Reactant: [Cl:1][C:2]1[CH:14]=[CH:13][C:5]([CH2:6][C:7]2[CH:12]=[CH:11][N:10]=[CH:9][CH:8]=2)=[CH:4][CH:3]=1.[CH2:15]([Li])[CH2:16]CC.C(Br)C=C. Product: [Cl:1][C:2]1[CH:14]=[CH:13][C:5]([CH:6]([C:7]2[CH:8]=[CH:9][N:10]=[CH:11][CH:12]=2)[CH:15]=[CH2:16])=[CH:4][CH:3]=1. The catalyst class is: 1.